Dataset: Reaction yield outcomes from USPTO patents with 853,638 reactions. Task: Predict the reaction yield, written as a fraction of the theoretical maximum amount of product (1.0 means a 100% yield; for example, 0.34 means a 34% yield). (1) The product is [F:1][C:2]1[CH:3]=[CH:4][C:5]([CH:8]([C:12]2[CH:17]=[CH:16][CH:15]=[C:14]([S:18]([CH3:21])(=[O:20])=[O:19])[CH:13]=2)[CH2:9][CH2:10][NH2:11])=[CH:6][CH:7]=1. The reactants are [F:1][C:2]1[CH:7]=[CH:6][C:5](/[C:8](/[C:12]2[CH:17]=[CH:16][CH:15]=[C:14]([S:18]([CH3:21])(=[O:20])=[O:19])[CH:13]=2)=[CH:9]\[C:10]#[N:11])=[CH:4][CH:3]=1. The catalyst is C(O)(=O)C. The yield is 0.699. (2) The reactants are FC(F)(F)C(O)=O.[CH2:8]([N:11]1[C:19]2[C:18](=[O:20])[N:17]([CH2:21][C:22]3([OH:28])[CH2:27][CH2:26][NH:25][CH2:24][CH2:23]3)[CH:16]=[N:15][C:14]=2[CH:13]=[CH:12]1)[CH:9]=[CH2:10].[C:29]1([C@H:35]([CH3:40])[CH2:36][C:37](O)=[O:38])[CH:34]=[CH:33][CH:32]=[CH:31][CH:30]=1.CN(C(ON1N=NC2C=CC=NC1=2)=[N+](C)C)C.F[P-](F)(F)(F)(F)F.CCN(C(C)C)C(C)C. The product is [CH2:8]([N:11]1[C:19]2[C:18](=[O:20])[N:17]([CH2:21][C:22]3([OH:28])[CH2:27][CH2:26][N:25]([C:37](=[O:38])[CH2:36][C@H:35]([C:29]4[CH:34]=[CH:33][CH:32]=[CH:31][CH:30]=4)[CH3:40])[CH2:24][CH2:23]3)[CH:16]=[N:15][C:14]=2[CH:13]=[CH:12]1)[CH:9]=[CH2:10]. The yield is 0.290. The catalyst is O.ClCCl. (3) The yield is 0.810. The product is [Br:27][C:28]1[C:33]([N+:34]([O-:36])=[O:35])=[C:32]([N:15]2[CH2:16][CH2:17][CH:12]([C:10]([N:7]3[CH2:6][CH2:5][N:4]([CH3:3])[CH2:9][CH2:8]3)=[O:11])[CH2:13][CH2:14]2)[C:31]([F:38])=[CH:30][N:29]=1. The reactants are Cl.Cl.[CH3:3][N:4]1[CH2:9][CH2:8][N:7]([C:10]([CH:12]2[CH2:17][CH2:16][NH:15][CH2:14][CH2:13]2)=[O:11])[CH2:6][CH2:5]1.CCN(C(C)C)C(C)C.[Br:27][C:28]1[C:33]([N+:34]([O-:36])=[O:35])=[C:32](Br)[C:31]([F:38])=[CH:30][N:29]=1. The catalyst is CN1C(=O)CCC1.CCOC(C)=O.